Predict which catalyst facilitates the given reaction. From a dataset of Catalyst prediction with 721,799 reactions and 888 catalyst types from USPTO. Reactant: [S:1]1[CH2:5][CH2:4][C:3]2[CH:6]=[CH:7][CH:8]=[CH:9][C:2]1=2.[C:10](Cl)(=[O:12])[CH3:11].[Cl-].[Al+3].[Cl-].[Cl-]. Product: [S:1]1[CH2:5][CH2:4][C:3]2[CH:6]=[C:7]([C:10](=[O:12])[CH3:11])[CH:8]=[CH:9][C:2]1=2. The catalyst class is: 2.